Dataset: Full USPTO retrosynthesis dataset with 1.9M reactions from patents (1976-2016). Task: Predict the reactants needed to synthesize the given product. (1) The reactants are: [C@@H:1]1([N:9]2[CH:16]=[CH:15][C:13]([NH2:14])=[N:12][C:10]2=[O:11])[O:8][C@H:5]([CH2:6][OH:7])[C@@H:3]([OH:4])[CH2:2]1.[I:17]I. Given the product [I:17][C:15]1[C:13]([NH2:14])=[N:12][C:10](=[O:11])[N:9]([CH:16]=1)[C@@H:1]1[O:8][C@H:5]([CH2:6][OH:7])[C@@H:3]([OH:4])[CH2:2]1, predict the reactants needed to synthesize it. (2) Given the product [CH3:1][O:2][C:3](=[O:16])[CH2:4][C:5]1[S:6][C:7]([C:10]2[N:11]=[C:12]([NH:15][C:68]([C:65]3[CH:66]=[CH:67][C:61]4[O:60][C:59]([CH2:58][NH:57][C:55]([O:54][C:50]([CH3:52])([CH3:51])[CH3:53])=[O:56])=[CH:63][C:62]=4[CH:64]=3)=[O:69])[S:13][CH:14]=2)=[CH:8][CH:9]=1, predict the reactants needed to synthesize it. The reactants are: [CH3:1][O:2][C:3](=[O:16])[CH2:4][C:5]1[S:6][C:7]([C:10]2[N:11]=[C:12]([NH2:15])[S:13][CH:14]=2)=[CH:8][CH:9]=1.F[P-](F)(F)(F)(F)F.N1(O[P+](N2CCCC2)(N2CCCC2)N2CCCC2)C2C=CC=CC=2N=N1.[C:50]([O:54][C:55]([NH:57][CH2:58][C:59]1[O:60][C:61]2[CH:67]=[CH:66][C:65]([C:68](O)=[O:69])=[CH:64][C:62]=2[CH:63]=1)=[O:56])([CH3:53])([CH3:52])[CH3:51].CCN(C(C)C)C(C)C. (3) Given the product [C:14]([O:1][CH2:2][CH2:3][CH2:4][CH2:5][N:6]1[CH:13]=[CH:12][C:10](=[O:11])[NH:9][C:7]1=[O:8])([C:15]1[CH:20]=[CH:19][CH:18]=[CH:17][CH:16]=1)([C:27]1[CH:28]=[CH:29][CH:30]=[CH:31][CH:32]=1)[C:21]1[CH:22]=[CH:23][CH:24]=[CH:25][CH:26]=1, predict the reactants needed to synthesize it. The reactants are: [OH:1][CH2:2][CH2:3][CH2:4][CH2:5][N:6]1[CH:13]=[CH:12][C:10](=[O:11])[NH:9][C:7]1=[O:8].[C:14](Cl)([C:27]1[CH:32]=[CH:31][CH:30]=[CH:29][CH:28]=1)([C:21]1[CH:26]=[CH:25][CH:24]=[CH:23][CH:22]=1)[C:15]1[CH:20]=[CH:19][CH:18]=[CH:17][CH:16]=1.